From a dataset of Reaction yield outcomes from USPTO patents with 853,638 reactions. Predict the reaction yield, written as a fraction of the theoretical maximum amount of product (1.0 means a 100% yield; for example, 0.34 means a 34% yield). (1) The reactants are [Br:1][C:2]1[CH:7]=[CH:6][C:5]([CH:8]([OH:23])[CH2:9][CH2:10][CH:11]([C:13]2[CH:18]=[CH:17][C:16]([Cl:19])=[C:15]([N+:20]([O-:22])=[O:21])[CH:14]=2)[OH:12])=[CH:4][CH:3]=1.C(N(CC)CC)C.[CH3:31][S:32](Cl)(=[O:34])=[O:33]. The catalyst is C(Cl)Cl. The product is [CH3:31][S:32]([O:23][CH:8]([C:5]1[CH:6]=[CH:7][C:2]([Br:1])=[CH:3][CH:4]=1)[CH2:9][CH2:10][CH:11]([O:12][S:32]([CH3:31])(=[O:34])=[O:33])[C:13]1[CH:18]=[CH:17][C:16]([Cl:19])=[C:15]([N+:20]([O-:22])=[O:21])[CH:14]=1)(=[O:34])=[O:33]. The yield is 1.00. (2) The reactants are [C:1]([O:5][C:6]([N:8]1[CH2:24][CH2:23][C:10]2([CH2:13][CH:12]([N:14]3[CH2:19][CH2:18][CH:17]([C:20]([OH:22])=O)[CH2:16][CH2:15]3)[CH2:11]2)[CH2:9]1)=[O:7])([CH3:4])([CH3:3])[CH3:2].Cl.[CH3:26][C:27]1([NH2:31])[CH2:30][CH2:29][CH2:28]1.CN(C(ON1N=NC2C=CC=NC1=2)=[N+](C)C)C.F[P-](F)(F)(F)(F)F.CCN(C(C)C)C(C)C. The product is [CH3:26][C:27]1([NH:31][C:20]([CH:17]2[CH2:16][CH2:15][N:14]([CH:12]3[CH2:13][C:10]4([CH2:23][CH2:24][N:8]([C:6]([O:5][C:1]([CH3:4])([CH3:2])[CH3:3])=[O:7])[CH2:9]4)[CH2:11]3)[CH2:19][CH2:18]2)=[O:22])[CH2:30][CH2:29][CH2:28]1. The yield is 0.767. The catalyst is CN(C=O)C. (3) The reactants are [CH3:1][N:2]([CH2:10][C:11]1[S:12][C:13](SC2C=CC=CC=2)=[C:14]([C:16]2[CH:21]=[CH:20][CH:19]=[CH:18][CH:17]=2)[N:15]=1)[C:3](=[O:9])[O:4][C:5]([CH3:8])([CH3:7])[CH3:6].Cl[C:30]1[CH:35]=[CH:34][CH:33]=[C:32](C(OO)=O)[CH:31]=1.[S:40]([O-:44])([O-])(=[O:42])=S.[Na+].[Na+]. The catalyst is CN(C)C=O. The product is [CH3:1][N:2]([CH2:10][C:11]1[S:12][C:13]([S:40]([C:30]2[CH:35]=[CH:34][CH:33]=[CH:32][CH:31]=2)(=[O:44])=[O:42])=[C:14]([C:16]2[CH:21]=[CH:20][CH:19]=[CH:18][CH:17]=2)[N:15]=1)[C:3](=[O:9])[O:4][C:5]([CH3:8])([CH3:6])[CH3:7]. The yield is 0.630. (4) The reactants are Cl[C:2]1[N:3]=[CH:4][C:5]2[C:10]([C:11]([NH:13][CH2:14][C:15]3[C:16]([OH:23])=[N:17][C:18]([CH3:22])=[CH:19][C:20]=3[CH3:21])=[O:12])=[C:9]([CH3:24])[N:8]([C@@H:25]([C:27]3[CH:32]=[CH:31][CH:30]=[CH:29][CH:28]=3)[CH3:26])[C:6]=2[N:7]=1.[OH-].[NH4+:34]. No catalyst specified. The product is [NH2:34][C:2]1[N:3]=[CH:4][C:5]2[C:10]([C:11]([NH:13][CH2:14][C:15]3[C:16]([OH:23])=[N:17][C:18]([CH3:22])=[CH:19][C:20]=3[CH3:21])=[O:12])=[C:9]([CH3:24])[N:8]([C@@H:25]([C:27]3[CH:32]=[CH:31][CH:30]=[CH:29][CH:28]=3)[CH3:26])[C:6]=2[N:7]=1. The yield is 0.380. (5) The reactants are [CH:1]1([OH:4])[CH2:3][CH2:2]1.Cl[C:6]1[N:7]=[CH:8][C:9]([C:12]([O:14][CH3:15])=[O:13])=[N:10][CH:11]=1.C(=O)([O-])[O-].[K+].[K+]. The catalyst is CN(C)C=O.O. The product is [CH:1]1([O:4][C:6]2[N:7]=[CH:8][C:9]([C:12]([O:14][CH3:15])=[O:13])=[N:10][CH:11]=2)[CH2:3][CH2:2]1. The yield is 0.540.